Predict the reaction yield, written as a fraction of the theoretical maximum amount of product (1.0 means a 100% yield; for example, 0.34 means a 34% yield). From a dataset of Reaction yield outcomes from USPTO patents with 853,638 reactions. (1) The reactants are [F:1][C:2]1[C:10]([Cl:11])=[CH:9][C:8]([C:12]([F:15])([F:14])[F:13])=[CH:7][C:3]=1[C:4]([OH:6])=O.CN(C=O)C.C(Cl)(=O)C(Cl)=O.Cl.[C:28]([C:32]1[CH:50]=[CH:49][C:35]([CH2:36][NH:37][CH2:38][CH2:39][C:40]2[CH:45]=[CH:44][C:43]([Cl:46])=[C:42]([CH2:47][CH3:48])[CH:41]=2)=[CH:34][CH:33]=1)([CH3:31])([CH3:30])[CH3:29].C(N(CC)CC)C. The catalyst is C1(C)C=CC=CC=1. The product is [C:28]([C:32]1[CH:50]=[CH:49][C:35]([CH2:36][N:37]([CH2:38][CH2:39][C:40]2[CH:45]=[CH:44][C:43]([Cl:46])=[C:42]([CH2:47][CH3:48])[CH:41]=2)[C:4](=[O:6])[C:3]2[CH:7]=[C:8]([C:12]([F:15])([F:14])[F:13])[CH:9]=[C:10]([Cl:11])[C:2]=2[F:1])=[CH:34][CH:33]=1)([CH3:30])([CH3:29])[CH3:31]. The yield is 0.912. (2) The reactants are FC(F)(F)C(O)=O.[O:8]=[S:9]1(=[O:15])[CH2:12][C:11]([CH3:14])([NH2:13])[CH2:10]1.C(N(CC)CC)C.[Cl:23][C:24]1[CH:25]=[C:26]([CH3:36])[C:27]([N:33]=S=O)=[C:28]([CH:32]=1)[C:29](Cl)=[O:30].O. The catalyst is O1CCCC1. The product is [NH2:33][C:27]1[C:26]([CH3:36])=[CH:25][C:24]([Cl:23])=[CH:32][C:28]=1[C:29]([NH:13][C:11]1([CH3:14])[CH2:12][S:9](=[O:15])(=[O:8])[CH2:10]1)=[O:30]. The yield is 0.560. (3) The reactants are [C:1]([O:5][C:6]([C:8]1[S:12][C:11]([CH2:13][CH:14]([CH2:18][CH3:19])[C:15]([OH:17])=[O:16])=[CH:10][CH:9]=1)=[O:7])([CH3:4])([CH3:3])[CH3:2].C(=O)([O-])[O-].[K+].[K+].[CH2:26](Br)[C:27]1[CH:32]=[CH:31][CH:30]=[CH:29][CH:28]=1. The catalyst is CN(C)C=O. The product is [C:1]([O:5][C:6]([C:8]1[S:12][C:11]([CH2:13][CH:14]([C:15]([O:17][CH2:26][C:27]2[CH:32]=[CH:31][CH:30]=[CH:29][CH:28]=2)=[O:16])[CH2:18][CH3:19])=[CH:10][CH:9]=1)=[O:7])([CH3:4])([CH3:3])[CH3:2]. The yield is 0.960. (4) The reactants are [OH:1][C:2]1[CH:3]=[CH:4][C:5]([CH3:13])=[C:6]([CH:12]=1)[C:7]([O:9][CH2:10][CH3:11])=[O:8].Cl[CH:15]([F:17])[F:16]. The catalyst is [OH-].[Na+].C(O)(C)C.ClCCl.O. The product is [F:16][CH:15]([F:17])[O:1][C:2]1[CH:3]=[CH:4][C:5]([CH3:13])=[C:6]([CH:12]=1)[C:7]([O:9][CH2:10][CH3:11])=[O:8]. The yield is 0.590. (5) The reactants are [B:1]1(B2OC(C)(C)C(C)(C)O2)[O:5]C(C)(C)C(C)(C)[O:2]1.[Cl:19][C:20]1[C:25]([Cl:26])=[CH:24][CH:23]=[C:22]([O:27][CH3:28])[N:21]=1. The catalyst is CCCCCCC.C(OCC)(=O)C.C[OH2+].C[OH2+].C1CC=CCCC=C1.C1CC=CCCC=C1.[Ir].[Ir]. The product is [Cl:26][C:25]1[CH:24]=[C:23]([B:1]([OH:5])[OH:2])[C:22]([O:27][CH3:28])=[N:21][C:20]=1[Cl:19]. The yield is 0.702. (6) The reactants are [Cl:1][C:2]1[N:7]=[CH:6][C:5]([S:8]([C:11]2[S:15][C:14]([CH2:16][N:17](C)[C:18](=O)OC(C)(C)C)=[N:13][C:12]=2[C:26]2[C:27]([F:32])=[N:28][CH:29]=[CH:30][CH:31]=2)(=[O:10])=[O:9])=[CH:4][CH:3]=1.C(OCC)(=O)C.C(OCC)(=O)C.Cl. The catalyst is CC(O)C. The product is [ClH:1].[Cl:1][C:2]1[N:7]=[CH:6][C:5]([S:8]([C:11]2[S:15][C:14]([CH2:16][NH:17][CH3:18])=[N:13][C:12]=2[C:26]2[C:27]([F:32])=[N:28][CH:29]=[CH:30][CH:31]=2)(=[O:9])=[O:10])=[CH:4][CH:3]=1. The yield is 0.690. (7) The reactants are Cl[CH2:2][CH2:3][O:4][C:5]1[CH:13]=[C:12]2[C:8]([C:9]([C:28]#[N:29])=[C:10]([C:16]3[CH:21]=[CH:20][C:19]([NH:22][C:23]([CH:25]4[CH2:27][CH2:26]4)=[O:24])=[CH:18][CH:17]=3)[N:11]2[CH2:14][CH3:15])=[CH:7][CH:6]=1.[Na+].[I-].C([O-])([O-])=O.[K+].[K+].[NH:38]1[CH:42]=[CH:41][N:40]=[CH:39]1. The product is [C:28]([C:9]1[C:8]2[C:12](=[CH:13][C:5]([O:4][CH2:3][CH2:2][N:38]3[CH:42]=[CH:41][N:40]=[CH:39]3)=[CH:6][CH:7]=2)[N:11]([CH2:14][CH3:15])[C:10]=1[C:16]1[CH:21]=[CH:20][C:19]([NH:22][C:23]([CH:25]2[CH2:27][CH2:26]2)=[O:24])=[CH:18][CH:17]=1)#[N:29]. The catalyst is C(#N)C.C(OCC)(=O)C.O. The yield is 0.710.